Dataset: Peptide-MHC class II binding affinity with 134,281 pairs from IEDB. Task: Regression. Given a peptide amino acid sequence and an MHC pseudo amino acid sequence, predict their binding affinity value. This is MHC class II binding data. (1) The MHC is H-2-IEd with pseudo-sequence H-2-IEd. The peptide sequence is ELYKYKVVKIEPLGV. The binding affinity (normalized) is 0.752. (2) The peptide sequence is GDTMAEVELREHGSD. The MHC is DRB3_0101 with pseudo-sequence DRB3_0101. The binding affinity (normalized) is 0.276. (3) The peptide sequence is AALPLLFFALAGQRI. The MHC is HLA-DQA10501-DQB10201 with pseudo-sequence HLA-DQA10501-DQB10201. The binding affinity (normalized) is 0.554. (4) The peptide sequence is AINIFNVEKYGAVGD. The MHC is HLA-DPA10201-DPB10101 with pseudo-sequence HLA-DPA10201-DPB10101. The binding affinity (normalized) is 0.534.